Dataset: NCI-60 drug combinations with 297,098 pairs across 59 cell lines. Task: Regression. Given two drug SMILES strings and cell line genomic features, predict the synergy score measuring deviation from expected non-interaction effect. (1) Drug 1: CC1C(C(CC(O1)OC2CC(CC3=C2C(=C4C(=C3O)C(=O)C5=C(C4=O)C(=CC=C5)OC)O)(C(=O)C)O)N)O.Cl. Drug 2: C1CNP(=O)(OC1)N(CCCl)CCCl. Cell line: SK-OV-3. Synergy scores: CSS=12.6, Synergy_ZIP=0.776, Synergy_Bliss=6.55, Synergy_Loewe=-10.2, Synergy_HSA=3.45. (2) Drug 1: C1=C(C(=O)NC(=O)N1)N(CCCl)CCCl. Drug 2: CS(=O)(=O)CCNCC1=CC=C(O1)C2=CC3=C(C=C2)N=CN=C3NC4=CC(=C(C=C4)OCC5=CC(=CC=C5)F)Cl. Cell line: CCRF-CEM. Synergy scores: CSS=62.2, Synergy_ZIP=7.79, Synergy_Bliss=8.44, Synergy_Loewe=3.09, Synergy_HSA=6.83. (3) Drug 1: C1=C(C(=O)NC(=O)N1)F. Drug 2: N.N.Cl[Pt+2]Cl. Cell line: HT29. Synergy scores: CSS=45.5, Synergy_ZIP=1.09, Synergy_Bliss=0.00323, Synergy_Loewe=-5.46, Synergy_HSA=-0.570. (4) Drug 2: CC1=C2C(C(=O)C3(C(CC4C(C3C(C(C2(C)C)(CC1OC(=O)C(C(C5=CC=CC=C5)NC(=O)C6=CC=CC=C6)O)O)OC(=O)C7=CC=CC=C7)(CO4)OC(=O)C)O)C)OC(=O)C. Cell line: RXF 393. Synergy scores: CSS=28.9, Synergy_ZIP=-6.52, Synergy_Bliss=2.06, Synergy_Loewe=-0.659, Synergy_HSA=3.88. Drug 1: C1CN1P(=S)(N2CC2)N3CC3. (5) Drug 1: CC1CCC2CC(C(=CC=CC=CC(CC(C(=O)C(C(C(=CC(C(=O)CC(OC(=O)C3CCCCN3C(=O)C(=O)C1(O2)O)C(C)CC4CCC(C(C4)OC)OCCO)C)C)O)OC)C)C)C)OC. Drug 2: C(=O)(N)NO. Cell line: U251. Synergy scores: CSS=20.4, Synergy_ZIP=2.37, Synergy_Bliss=2.67, Synergy_Loewe=-24.1, Synergy_HSA=1.13.